The task is: Predict which catalyst facilitates the given reaction.. This data is from Catalyst prediction with 721,799 reactions and 888 catalyst types from USPTO. Reactant: [F:1][C:2]1[CH:3]=[CH:4][CH:5]=[C:6]([C:15]([C@@H:17]2[O:22][CH2:21][CH2:20][N:19]([C:23]([O:25][C:26]([CH3:29])([CH3:28])[CH3:27])=[O:24])[CH2:18]2)=[O:16])[C:7]=1[C:8]1[CH:13]=[CH:12][CH:11]=[C:10]([CH3:14])[CH:9]=1.[BH4-].[Na+]. Product: [F:1][C:2]1[C:7]([C:8]2[CH:13]=[CH:12][CH:11]=[C:10]([CH3:14])[CH:9]=2)=[C:6]([CH:15]([OH:16])[C@@H:17]2[O:22][CH2:21][CH2:20][N:19]([C:23]([O:25][C:26]([CH3:28])([CH3:27])[CH3:29])=[O:24])[CH2:18]2)[CH:5]=[CH:4][CH:3]=1. The catalyst class is: 14.